From a dataset of Reaction yield outcomes from USPTO patents with 853,638 reactions. Predict the reaction yield, written as a fraction of the theoretical maximum amount of product (1.0 means a 100% yield; for example, 0.34 means a 34% yield). (1) The reactants are CO[C:3]([C:5]1[CH2:10][CH:9]([CH2:11][CH2:12][O:13][CH2:14][C:15]2[CH:20]=[CH:19][CH:18]=[CH:17][CH:16]=2)[CH2:8][CH2:7][CH:6]=1)=O.CC(C[AlH]CC(C)C)C.N1C=CC=CC=1.S(=O)(=O)=O.[H-].[H-].[H-].[H-].[Li+].[Al+3]. The catalyst is C1COCC1. The product is [CH3:3][C:5]1[CH2:10][CH:9]([CH2:11][CH2:12][O:13][CH2:14][C:15]2[CH:16]=[CH:17][CH:18]=[CH:19][CH:20]=2)[CH2:8][CH2:7][CH:6]=1. The yield is 0.820. (2) The reactants are [CH2:1]([N:8]1[CH:16]=[C:15]2[C:10]([CH:11]=[C:12]([C:17]3[CH:18]=[C:19]([C:27]4[CH:32]=[CH:31][C:30]([CH2:33]Br)=[CH:29][CH:28]=4)[N:20]4[C:25]=3[C:24]([NH2:26])=[N:23][CH:22]=[N:21]4)[CH:13]=[CH:14]2)=[N:9]1)[C:2]1[CH:7]=[CH:6][CH:5]=[CH:4][CH:3]=1.[NH:35]1[CH2:40][CH2:39][CH2:38][CH2:37][CH2:36]1. No catalyst specified. The product is [CH2:1]([N:8]1[CH:16]=[C:15]2[C:10]([CH:11]=[C:12]([C:17]3[CH:18]=[C:19]([C:27]4[CH:32]=[CH:31][C:30]([CH2:33][N:35]5[CH2:40][CH2:39][CH2:38][CH2:37][CH2:36]5)=[CH:29][CH:28]=4)[N:20]4[C:25]=3[C:24]([NH2:26])=[N:23][CH:22]=[N:21]4)[CH:13]=[CH:14]2)=[N:9]1)[C:2]1[CH:7]=[CH:6][CH:5]=[CH:4][CH:3]=1. The yield is 0.0500. (3) The reactants are Cl[C:2]1[N:3]([CH2:10][C:11]2[CH:18]=[CH:17][CH:16]=[CH:15][C:12]=2[C:13]#[N:14])[C:4](=[O:9])[C:5]([Cl:8])=[CH:6][N:7]=1.[CH3:19][C@@:20]1([NH2:26])[CH2:25][CH2:24][CH2:23][NH:22][CH2:21]1. The yield is 0.650. No catalyst specified. The product is [NH2:26][C@:20]1([CH3:19])[CH2:25][CH2:24][CH2:23][N:22]([C:2]2[N:3]([CH2:10][C:11]3[CH:18]=[CH:17][CH:16]=[CH:15][C:12]=3[C:13]#[N:14])[C:4](=[O:9])[C:5]([Cl:8])=[CH:6][N:7]=2)[CH2:21]1. (4) The reactants are [H-].[Al+3].[Li+].[H-].[H-].[H-].[F:7][C:8]1[CH:13]=[CH:12][C:11]([N:14]2[CH2:19][CH2:18][N:17]([C:20]([C:22]3[CH:23]=[C:24]4[NH:33][C:32](=[O:34])[C:31]5[C:26](=[CH:27][CH:28]=[CH:29][CH:30]=5)[N:25]4[CH:35]=3)=O)[CH2:16][CH2:15]2)=[CH:10][CH:9]=1.C(OCC)(=O)C.O.O.O.O.C(C(C(C([O-])=O)O)O)([O-])=O.[K+].[Na+]. The catalyst is O1CCCC1.O. The product is [F:7][C:8]1[CH:9]=[CH:10][C:11]([N:14]2[CH2:15][CH2:16][N:17]([CH2:20][C:22]3[CH:23]=[C:24]4[NH:33][C:32](=[O:34])[C:31]5[C:26](=[CH:27][CH:28]=[CH:29][CH:30]=5)[N:25]4[CH:35]=3)[CH2:18][CH2:19]2)=[CH:12][CH:13]=1. The yield is 0.870. (5) The reactants are [OH:1][CH2:2][C@@H:3]([NH:14][C:15]([O:17]CC1C=CC=CC=1)=O)[CH2:4][N:5]1[CH2:13][CH2:12][CH2:11][C@H:6]1C(OC)=O.[H][H]. The catalyst is CO.[Pd]. The product is [OH:1][CH2:2][C@@H:3]1[CH2:4][N:5]2[CH2:13][CH2:12][CH2:11][C@H:6]2[C:15](=[O:17])[NH:14]1. The yield is 0.850. (6) The reactants are N1(C(C2CCCCC2C(O)=O)=O)CCOCC1.[Cl:18][C:19]1[CH:34]=[CH:33][C:22]2[NH:23][C:24]([C:26]3[CH:31]=[CH:30][C:29]([NH2:32])=[CH:28][CH:27]=3)=[N:25][C:21]=2[CH:20]=1.[CH3:35][O:36][C:37](=[O:50])[C@H:38]([CH2:43][CH:44]1[CH2:49][CH2:48][CH2:47][CH2:46][CH2:45]1)[CH2:39][C:40](O)=[O:41]. No catalyst specified. The product is [CH3:35][O:36][C:37](=[O:50])[CH:38]([CH2:43][CH:44]1[CH2:45][CH2:46][CH2:47][CH2:48][CH2:49]1)[CH2:39][C:40]([NH:32][C:29]1[CH:28]=[CH:27][C:26]([C:24]2[NH:23][C:22]3[CH:33]=[CH:34][C:19]([Cl:18])=[CH:20][C:21]=3[N:25]=2)=[CH:31][CH:30]=1)=[O:41]. The yield is 0.510. (7) The reactants are Br[Zn][CH2:3][C:4]([O:6][CH2:7][CH3:8])=[O:5].[CH3:9][C:10]1[C:11](=[O:20])[C:12]([CH3:19])=[C:13]([CH3:18])[C:14](=[O:17])[C:15]=1[CH3:16].Cl.C(OCC)(=O)C. The catalyst is C1COCC1. The product is [CH2:7]([O:6][C:4](=[O:5])[CH2:3][C:11]1([OH:20])[C:12]([CH3:19])=[C:13]([CH3:18])[C:14](=[O:17])[C:15]([CH3:16])=[C:10]1[CH3:9])[CH3:8]. The yield is 0.940.